From a dataset of Clinical trial toxicity outcomes and FDA approval status for drugs. Regression/Classification. Given a drug SMILES string, predict its toxicity properties. Task type varies by dataset: regression for continuous values (e.g., LD50, hERG inhibition percentage) or binary classification for toxic/non-toxic outcomes (e.g., AMES mutagenicity, cardiotoxicity, hepatotoxicity). Dataset: clintox. (1) The drug is O=P([O-])([O-])F. The result is 0 (passed clinical trial). (2) The molecule is OC(CC[NH+]1CCCCC1)(c1ccccc1)C1CCCC1. The result is 0 (passed clinical trial). (3) The drug is NC(N)=[NH+]C(=O)Cc1c(Cl)cccc1Cl. The result is 0 (passed clinical trial). (4) The molecule is COCc1c(C(C)C)nc(C(C)C)c(/C=C/[C@@H](O)C[C@@H](O)CC(=O)[O-])c1-c1ccc(F)cc1. The result is 0 (passed clinical trial). (5) The compound is Cl[C@H]1[C@H](Cl)[C@@H](Cl)[C@@H](Cl)[C@H](Cl)[C@H]1Cl. The result is 0 (passed clinical trial). (6) The compound is CC(=O)OCC[N+](C)(C)C. The result is 0 (passed clinical trial).